From a dataset of Full USPTO retrosynthesis dataset with 1.9M reactions from patents (1976-2016). Predict the reactants needed to synthesize the given product. (1) Given the product [O:10]1[CH:15]=[CH:14][CH2:13][CH2:12][CH:11]1[CH:16]([NH:9][CH2:8][CH2:7][CH2:6][N:1]1[CH:5]=[CH:4][N:3]=[CH:2]1)[C:26]1[N:25]([CH2:27][CH2:28][N:29]([CH3:31])[CH3:30])[N:24]=[N:23][N:22]=1, predict the reactants needed to synthesize it. The reactants are: [N:1]1([CH2:6][CH2:7][CH2:8][NH2:9])[CH:5]=[CH:4][N:3]=[CH:2]1.[O:10]1[CH:15]=[CH:14][CH2:13][CH2:12][CH:11]1[CH:16]=O.C[Si]([N:22]=[N+:23]=[N-:24])(C)C.[N+:25]([CH2:27][CH2:28][N:29]([CH3:31])[CH3:30])#[C-:26]. (2) Given the product [C:4]([O-:6])(=[O:5])[CH3:3].[C:9]([O-:16])(=[O:15])/[CH:10]=[CH:11]\[C:12]([O-:14])=[O:13].[C:1]([O-:8])(=[O:7])/[CH:2]=[CH:3]/[C:4]([O-:6])=[O:5], predict the reactants needed to synthesize it. The reactants are: [C:1]([O-:8])(=[O:7])/[CH:2]=[CH:3]\[C:4]([O-:6])=[O:5].[C:9]([O-:16])(=[O:15])/[CH:10]=[CH:11]/[C:12]([O-:14])=[O:13].C1(=O)OC(=O)C=C1.C(=O)([O-])[O-]. (3) The reactants are: [Cl:1][C:2]1[CH:7]=[CH:6][CH:5]=[CH:4][C:3]=1[C:8]1[NH:13][C:12](=[O:14])[C:11]([C:15]([O:17][CH3:18])=[O:16])=[CH:10][C:9]=1[C:19]1[CH:24]=[CH:23][C:22]([Cl:25])=[CH:21][CH:20]=1.C([O-])([O-])=O.[Cs+].[Cs+].Br[CH2:33][C:34](=[O:39])[C:35]([CH3:38])([CH3:37])[CH3:36]. Given the product [Cl:1][C:2]1[CH:7]=[CH:6][CH:5]=[CH:4][C:3]=1[C:8]1[C:9]([C:19]2[CH:24]=[CH:23][C:22]([Cl:25])=[CH:21][CH:20]=2)=[CH:10][C:11]([C:15]([O:17][CH3:18])=[O:16])=[C:12]([O:14][CH2:33][C:34](=[O:39])[C:35]([CH3:38])([CH3:37])[CH3:36])[N:13]=1, predict the reactants needed to synthesize it. (4) Given the product [CH3:1][O:2][C:3]1[N:8]=[CH:7][C:6]([N:9]2[C:13]([C:14]3[CH:19]=[CH:18][CH:17]=[CH:16][CH:15]=3)=[CH:12][C:11]([C:20]([N:22]3[CH2:27][CH2:26][N:25]([CH3:28])[CH2:24][CH2:23]3)=[S:38])=[N:10]2)=[CH:5][CH:4]=1, predict the reactants needed to synthesize it. The reactants are: [CH3:1][O:2][C:3]1[N:8]=[CH:7][C:6]([N:9]2[C:13]([C:14]3[CH:19]=[CH:18][CH:17]=[CH:16][CH:15]=3)=[CH:12][C:11]([C:20]([N:22]3[CH2:27][CH2:26][N:25]([CH3:28])[CH2:24][CH2:23]3)=O)=[N:10]2)=[CH:5][CH:4]=1.COC1C=CC(P2(=S)SP(=S)(C3C=CC(OC)=CC=3)[S:38]2)=CC=1. (5) Given the product [CH3:1][O:2][C:3]1[CH:11]=[CH:10][C:9]2[C:5](=[C:6]([C:13]([OH:18])=[O:15])[N:7]([CH3:12])[N:8]=2)[CH:4]=1, predict the reactants needed to synthesize it. The reactants are: [CH3:1][O:2][C:3]1[CH:11]=[CH:10][C:9]2[C:5](=[C:6]([C:13]#N)[N:7]([CH3:12])[N:8]=2)[CH:4]=1.[OH-:15].[Na+].C[OH:18]. (6) Given the product [Br:1][C:2]1[CH:3]=[C:4]2[C:8](=[CH:9][CH:10]=1)[NH:7][C:6]1[C@H:11]([CH2:15][CH:16]([CH3:18])[CH3:17])[N:12]([C:19](=[O:22])[CH:20]=[CH2:21])[CH2:13][CH2:14][C:5]2=1, predict the reactants needed to synthesize it. The reactants are: [Br:1][C:2]1[CH:3]=[C:4]2[C:8](=[CH:9][CH:10]=1)[NH:7][C:6]1[C@H:11]([CH2:15][CH:16]([CH3:18])[CH3:17])[NH:12][CH2:13][CH2:14][C:5]2=1.[C:19](Cl)(=[O:22])[CH:20]=[CH2:21].